Dataset: Catalyst prediction with 721,799 reactions and 888 catalyst types from USPTO. Task: Predict which catalyst facilitates the given reaction. (1) Reactant: [NH2:1][CH2:2][C:3]1[S:7][C:6]([C:8]2[N:13]=[N:12][C:11]([N:14]([CH2:22][C:23]3([C:27]4[C:32]([F:33])=[CH:31][CH:30]=[CH:29][N:28]=4)[CH2:26][CH2:25][CH2:24]3)[C:15](=[O:21])[O:16][C:17]([CH3:20])([CH3:19])[CH3:18])=[CH:10][CH:9]=2)=[N:5][CH:4]=1.[C:34](O)(=[O:37])[CH2:35][OH:36].C1C=CC2N(O)N=NC=2C=1.C(Cl)CCl. Product: [F:33][C:32]1[C:27]([C:23]2([CH2:22][N:14]([C:11]3[N:12]=[N:13][C:8]([C:6]4[S:7][C:3]([CH2:2][NH:1][C:35](=[O:36])[CH2:34][OH:37])=[CH:4][N:5]=4)=[CH:9][CH:10]=3)[C:15](=[O:21])[O:16][C:17]([CH3:19])([CH3:20])[CH3:18])[CH2:26][CH2:25][CH2:24]2)=[N:28][CH:29]=[CH:30][CH:31]=1. The catalyst class is: 399. (2) Reactant: [Cl:1][C:2]1[CH:44]=[CH:43][CH:42]=[C:41]([Cl:45])[C:3]=1[CH2:4][C:5]1[C:10]2[N:11]=[CH:12][N:13](COCC[Si](C)(C)C)[C:9]=2[C:8]([C:22]#[N:23])=[C:7]([NH:24][C:25]2[CH:30]=[CH:29][C:28]([CH2:31][C:32](=[O:38])[N:33]3[CH2:37][CH2:36][CH2:35][CH2:34]3)=[CH:27][C:26]=2[O:39][CH3:40])[N:6]=1.O.C(=O)(O)[O-:48].[Na+]. Product: [Cl:1][C:2]1[CH:44]=[CH:43][CH:42]=[C:41]([Cl:45])[C:3]=1[CH2:4][C:5]1[C:10]2[N:11]=[CH:12][NH:13][C:9]=2[C:8]([C:22]([NH2:23])=[O:48])=[C:7]([NH:24][C:25]2[CH:30]=[CH:29][C:28]([CH2:31][C:32](=[O:38])[N:33]3[CH2:37][CH2:36][CH2:35][CH2:34]3)=[CH:27][C:26]=2[O:39][CH3:40])[N:6]=1. The catalyst class is: 65. (3) Reactant: [CH2:1]([NH:4][C:5]1[C:6]([C:10]([O:12]C)=[O:11])=[CH:7][S:8][CH:9]=1)[CH2:2][CH3:3].[OH-].[Na+].OS([O-])=O.[Na+]. Product: [CH2:1]([NH:4][C:5]1[C:6]([C:10]([OH:12])=[O:11])=[CH:7][S:8][CH:9]=1)[CH2:2][CH3:3]. The catalyst class is: 14. (4) Reactant: [NH2:1][C:2]1[CH:3]=[C:4]([CH:7]=[CH:8][CH:9]=1)[C:5]#[N:6].CCN(CC)CC.Cl[C:18]([O:20][CH3:21])=[O:19]. Product: [C:5]([C:4]1[CH:3]=[C:2]([NH:1][C:18](=[O:19])[O:20][CH3:21])[CH:9]=[CH:8][CH:7]=1)#[N:6]. The catalyst class is: 2.